This data is from Forward reaction prediction with 1.9M reactions from USPTO patents (1976-2016). The task is: Predict the product of the given reaction. (1) The product is: [CH3:15][N:16]([N:11]=[N:1][C:2]1[CH:3]=[C:4]([C:7]([O:9][CH3:10])=[O:8])[S:5][CH:6]=1)[CH3:17]. Given the reactants [NH2:1][C:2]1[CH:3]=[C:4]([C:7]([O:9][CH3:10])=[O:8])[S:5][CH:6]=1.[N:11]([O-])=O.[Na+].[CH3:15][NH:16][CH3:17], predict the reaction product. (2) Given the reactants [H-].[Na+].[I-].[CH3:4][S+](C)(C)=O.[F:9][C:10]([F:37])([F:36])[O:11][C:12]1[CH:17]=[CH:16][C:15]([N:18]2[CH:22]=[N:21][C:20]([C:23]3[CH:28]=[CH:27][C:26](/[CH:29]=[CH:30]/[C:31]([O:33][CH2:34][CH3:35])=[O:32])=[CH:25][CH:24]=3)=[N:19]2)=[CH:14][CH:13]=1, predict the reaction product. The product is: [F:37][C:10]([F:9])([F:36])[O:11][C:12]1[CH:17]=[CH:16][C:15]([N:18]2[CH:22]=[N:21][C:20]([C:23]3[CH:28]=[CH:27][C:26]([CH:29]4[CH2:4][CH:30]4[C:31]([O:33][CH2:34][CH3:35])=[O:32])=[CH:25][CH:24]=3)=[N:19]2)=[CH:14][CH:13]=1. (3) Given the reactants [CH2:1]([O:3][C:4]1[CH:5]=[C:6]([N:10]2[CH:14]=[C:13]([C:15]([O:17]CC)=[O:16])[N:12]=[C:11]2[C:20]2[CH:25]=[CH:24][C:23]([F:26])=[CH:22][C:21]=2[F:27])[CH:7]=[CH:8][CH:9]=1)[CH3:2].[OH-].[Na+].Cl, predict the reaction product. The product is: [CH2:1]([O:3][C:4]1[CH:5]=[C:6]([N:10]2[CH:14]=[C:13]([C:15]([OH:17])=[O:16])[N:12]=[C:11]2[C:20]2[CH:25]=[CH:24][C:23]([F:26])=[CH:22][C:21]=2[F:27])[CH:7]=[CH:8][CH:9]=1)[CH3:2].